Task: Predict the reactants needed to synthesize the given product.. Dataset: Full USPTO retrosynthesis dataset with 1.9M reactions from patents (1976-2016) (1) Given the product [Cl:10][C:7]1[CH:8]=[CH:9][C:4]([C:1]([NH2:2])=[O:3])=[C:5]([NH:11][C:12]2[CH:13]=[CH:14][C:15]([C:16]([N:25]3[CH2:26][CH2:27][N:22]([CH3:21])[CH2:23][CH2:24]3)=[O:18])=[CH:19][CH:20]=2)[N:6]=1, predict the reactants needed to synthesize it. The reactants are: [C:1]([C:4]1[C:5]([NH:11][C:12]2[CH:20]=[CH:19][C:15]([C:16]([OH:18])=O)=[CH:14][CH:13]=2)=[N:6][C:7]([Cl:10])=[CH:8][CH:9]=1)(=[O:3])[NH2:2].[CH3:21][N:22]1[CH2:27][CH2:26][NH:25][CH2:24][CH2:23]1.C1C=CC2N(O)N=NC=2C=1.C(Cl)CCl. (2) Given the product [CH3:1][N:2]1[CH:15]=[CH:14][C:5]2[N:6]([CH2:25][CH2:24][C:21]3[S:20][C:19]([CH3:18])=[CH:23][CH:22]=3)[C:7]3[CH:8]=[CH:9][C:10]([CH3:13])=[CH:11][C:12]=3[C:4]=2[CH2:3]1, predict the reactants needed to synthesize it. The reactants are: [CH3:1][N:2]1[CH2:15][CH2:14][C:5]2[NH:6][C:7]3[CH:8]=[CH:9][C:10]([CH3:13])=[CH:11][C:12]=3[C:4]=2[CH2:3]1.[OH-].[K+].[CH3:18][C:19]1[S:20][C:21]([CH:24]=[CH2:25])=[CH:22][CH:23]=1.